From a dataset of NCI-60 drug combinations with 297,098 pairs across 59 cell lines. Regression. Given two drug SMILES strings and cell line genomic features, predict the synergy score measuring deviation from expected non-interaction effect. (1) Synergy scores: CSS=10.8, Synergy_ZIP=-2.79, Synergy_Bliss=1.08, Synergy_Loewe=-5.45, Synergy_HSA=-1.01. Drug 2: CC1=C(C(=O)C2=C(C1=O)N3CC4C(C3(C2COC(=O)N)OC)N4)N. Cell line: UACC-257. Drug 1: C1=CC(=CC=C1C#N)C(C2=CC=C(C=C2)C#N)N3C=NC=N3. (2) Drug 1: C1=CC(=CC=C1CCC2=CNC3=C2C(=O)NC(=N3)N)C(=O)NC(CCC(=O)O)C(=O)O. Drug 2: CCN(CC)CCNC(=O)C1=C(NC(=C1C)C=C2C3=C(C=CC(=C3)F)NC2=O)C. Cell line: A549. Synergy scores: CSS=26.6, Synergy_ZIP=-6.40, Synergy_Bliss=-7.94, Synergy_Loewe=-19.6, Synergy_HSA=-8.60. (3) Drug 1: CC12CCC3C(C1CCC2O)C(CC4=C3C=CC(=C4)O)CCCCCCCCCS(=O)CCCC(C(F)(F)F)(F)F. Drug 2: C(CC(=O)O)C(=O)CN.Cl. Cell line: UACC-257. Synergy scores: CSS=0.932, Synergy_ZIP=-0.998, Synergy_Bliss=1.44, Synergy_Loewe=-1.17, Synergy_HSA=-0.910.